From a dataset of Forward reaction prediction with 1.9M reactions from USPTO patents (1976-2016). Predict the product of the given reaction. Given the reactants [CH:1]1[C:14]2[C:5](=[CH:6][C:7]3[C:12]([C:13]=2[C:15]([N:17]2[CH2:22][CH2:21][CH:20]([N:23]4[CH2:35][C:27]5([C:31](=[O:32])[O:30][C:29]([CH3:34])([CH3:33])[CH2:28]5)[NH:26][CH2:25][CH2:24]4)[CH2:19][CH2:18]2)=[O:16])=[CH:11][CH:10]=[CH:9][CH:8]=3)[CH:4]=[CH:3][CH:2]=1.Br[CH2:37][C:38]([O:40][C:41]([CH3:44])([CH3:43])[CH3:42])=[O:39].C(N(CC)CC)C, predict the reaction product. The product is: [CH:1]1[C:14]2[C:5](=[CH:6][C:7]3[C:12]([C:13]=2[C:15]([N:17]2[CH2:18][CH2:19][CH:20]([N:23]4[CH2:35][C:27]5([C:31](=[O:32])[O:30][C:29]([CH3:33])([CH3:34])[CH2:28]5)[N:26]([CH2:37][C:38]([O:40][C:41]([CH3:44])([CH3:43])[CH3:42])=[O:39])[CH2:25][CH2:24]4)[CH2:21][CH2:22]2)=[O:16])=[CH:11][CH:10]=[CH:9][CH:8]=3)[CH:4]=[CH:3][CH:2]=1.